Task: Regression. Given two drug SMILES strings and cell line genomic features, predict the synergy score measuring deviation from expected non-interaction effect.. Dataset: NCI-60 drug combinations with 297,098 pairs across 59 cell lines (1) Drug 1: COC1=C(C=C2C(=C1)N=CN=C2NC3=CC(=C(C=C3)F)Cl)OCCCN4CCOCC4. Drug 2: C1CC(=O)NC(=O)C1N2C(=O)C3=CC=CC=C3C2=O. Cell line: SF-268. Synergy scores: CSS=13.0, Synergy_ZIP=1.78, Synergy_Bliss=5.62, Synergy_Loewe=0.615, Synergy_HSA=5.83. (2) Drug 1: C1CN1P(=S)(N2CC2)N3CC3. Drug 2: C1=CC=C(C(=C1)C(C2=CC=C(C=C2)Cl)C(Cl)Cl)Cl. Cell line: HS 578T. Synergy scores: CSS=-0.972, Synergy_ZIP=-0.696, Synergy_Bliss=-0.731, Synergy_Loewe=-2.19, Synergy_HSA=-1.47. (3) Drug 1: C1=CC(=CC=C1CC(C(=O)O)N)N(CCCl)CCCl.Cl. Drug 2: CC1C(C(=O)NC(C(=O)N2CCCC2C(=O)N(CC(=O)N(C(C(=O)O1)C(C)C)C)C)C(C)C)NC(=O)C3=C4C(=C(C=C3)C)OC5=C(C(=O)C(=C(C5=N4)C(=O)NC6C(OC(=O)C(N(C(=O)CN(C(=O)C7CCCN7C(=O)C(NC6=O)C(C)C)C)C)C(C)C)C)N)C. Cell line: BT-549. Synergy scores: CSS=15.3, Synergy_ZIP=9.57, Synergy_Bliss=17.0, Synergy_Loewe=14.3, Synergy_HSA=14.7. (4) Drug 1: CCCCCOC(=O)NC1=NC(=O)N(C=C1F)C2C(C(C(O2)C)O)O. Drug 2: CC(C)CN1C=NC2=C1C3=CC=CC=C3N=C2N. Cell line: NCI/ADR-RES. Synergy scores: CSS=3.23, Synergy_ZIP=-3.66, Synergy_Bliss=-2.84, Synergy_Loewe=-1.37, Synergy_HSA=-1.35. (5) Drug 1: CC1=CC=C(C=C1)C2=CC(=NN2C3=CC=C(C=C3)S(=O)(=O)N)C(F)(F)F. Drug 2: C(CN)CNCCSP(=O)(O)O. Cell line: SW-620. Synergy scores: CSS=-4.11, Synergy_ZIP=2.09, Synergy_Bliss=0.854, Synergy_Loewe=-2.41, Synergy_HSA=-2.99. (6) Drug 1: C1=CC(=CC=C1CC(C(=O)O)N)N(CCCl)CCCl.Cl. Drug 2: CC=C1C(=O)NC(C(=O)OC2CC(=O)NC(C(=O)NC(CSSCCC=C2)C(=O)N1)C(C)C)C(C)C. Cell line: HCC-2998. Synergy scores: CSS=67.5, Synergy_ZIP=-0.742, Synergy_Bliss=-1.63, Synergy_Loewe=-13.2, Synergy_HSA=-2.46. (7) Drug 1: CNC(=O)C1=CC=CC=C1SC2=CC3=C(C=C2)C(=NN3)C=CC4=CC=CC=N4. Drug 2: C1CNP(=O)(OC1)N(CCCl)CCCl. Cell line: OVCAR-8. Synergy scores: CSS=4.04, Synergy_ZIP=2.07, Synergy_Bliss=5.77, Synergy_Loewe=4.52, Synergy_HSA=4.32.